This data is from Reaction yield outcomes from USPTO patents with 853,638 reactions. The task is: Predict the reaction yield, written as a fraction of the theoretical maximum amount of product (1.0 means a 100% yield; for example, 0.34 means a 34% yield). (1) The yield is 0.660. The product is [CH2:21]([O:20][C:18]([N:15]1[CH2:16][CH2:17][C:12]2[N:11]3[C:10]4[C:9]([C:13]=2[CH2:14]1)=[CH:8][CH:7]=[CH:6][C:5]=4[N:4]([CH3:23])[CH2:3][C:2]3([CH3:1])[CH3:25])=[O:19])[CH3:22]. The reactants are [CH3:1][C:2]1([CH3:25])[N:11]2[C:12]3[CH2:17][CH2:16][N:15]([C:18]([O:20][CH2:21][CH3:22])=[O:19])[CH2:14][C:13]=3[C:9]3[C:10]2=[C:5]([CH:6]=[CH:7][CH:8]=3)[N:4]([CH3:23])[C:3]1=O.Cl.O. The catalyst is C1COCC1. (2) The reactants are [CH3:1][O:2][C:3](=[O:30])[CH2:4][C:5]1[CH:10]=[CH:9][CH:8]=[C:7]([O:11][CH2:12][CH2:13][CH2:14][NH:15][CH2:16][CH:17]([C:24]2[CH:29]=[CH:28][CH:27]=[CH:26][CH:25]=2)[C:18]2[CH:23]=[CH:22][CH:21]=[CH:20][CH:19]=2)[CH:6]=1.[CH3:31][O:32][C:33]1[CH:34]=[C:35]([CH:38]=[CH:39][CH:40]=1)[CH2:36]Br.C(=O)([O-])[O-].[K+].[K+]. The catalyst is CN(C=O)C.O. The product is [CH3:1][O:2][C:3](=[O:30])[CH2:4][C:5]1[CH:10]=[CH:9][CH:8]=[C:7]([O:11][CH2:12][CH2:13][CH2:14][N:15]([CH2:16][CH:17]([C:24]2[CH:29]=[CH:28][CH:27]=[CH:26][CH:25]=2)[C:18]2[CH:19]=[CH:20][CH:21]=[CH:22][CH:23]=2)[CH2:36][C:35]2[CH:38]=[CH:39][CH:40]=[C:33]([O:32][CH3:31])[CH:34]=2)[CH:6]=1. The yield is 0.770.